From a dataset of Peptide-MHC class I binding affinity with 185,985 pairs from IEDB/IMGT. Regression. Given a peptide amino acid sequence and an MHC pseudo amino acid sequence, predict their binding affinity value. This is MHC class I binding data. (1) The peptide sequence is NTDEIPELI. The MHC is HLA-B18:01 with pseudo-sequence HLA-B18:01. The binding affinity (normalized) is 0.0847. (2) The peptide sequence is YCNYSRYWYL. The MHC is HLA-A01:01 with pseudo-sequence HLA-A01:01. The binding affinity (normalized) is 0. (3) The peptide sequence is LSPRPISY. The MHC is Mamu-A01 with pseudo-sequence Mamu-A01. The binding affinity (normalized) is 0.700. (4) The peptide sequence is ATSRPTAPPSG. The MHC is Mamu-A02 with pseudo-sequence Mamu-A02. The binding affinity (normalized) is 0.343.